This data is from Peptide-MHC class I binding affinity with 185,985 pairs from IEDB/IMGT. The task is: Regression. Given a peptide amino acid sequence and an MHC pseudo amino acid sequence, predict their binding affinity value. This is MHC class I binding data. (1) The peptide sequence is SYNNKEKKW. The MHC is HLA-A30:02 with pseudo-sequence HLA-A30:02. The binding affinity (normalized) is 0. (2) The peptide sequence is TMKFKGTVD. The MHC is HLA-B07:02 with pseudo-sequence HLA-B07:02. The binding affinity (normalized) is 0.0847. (3) The peptide sequence is LYKRETTHSA. The MHC is Patr-A0701 with pseudo-sequence Patr-A0701. The binding affinity (normalized) is 0. (4) The peptide sequence is NLQKESRACL. The MHC is HLA-A02:02 with pseudo-sequence HLA-A02:02. The binding affinity (normalized) is 0.350.